This data is from Reaction yield outcomes from USPTO patents with 853,638 reactions. The task is: Predict the reaction yield, written as a fraction of the theoretical maximum amount of product (1.0 means a 100% yield; for example, 0.34 means a 34% yield). (1) The reactants are CC1(C)O[C:6](=[O:8])[CH:5]([C:9](=[O:24])[CH2:10][CH2:11][CH2:12][C:13]2([C:18]3[CH:23]=[CH:22][CH:21]=[CH:20][CH:19]=3)[O:17][CH2:16][CH2:15][O:14]2)C(=O)O1.[NH2:27][C:28]1[CH:33]=[CH:32][CH:31]=[CH:30][CH:29]=1. The catalyst is C1(C)C(C)=CC=CC=1. The product is [O:24]=[C:9]([CH2:10][CH2:11][CH2:12][C:13]1([C:18]2[CH:19]=[CH:20][CH:21]=[CH:22][CH:23]=2)[O:14][CH2:15][CH2:16][O:17]1)[CH2:5][C:6]([NH:27][C:28]1[CH:33]=[CH:32][CH:31]=[CH:30][CH:29]=1)=[O:8]. The yield is 0.770. (2) The reactants are [NH:1]1[CH2:6][CH2:5][CH:4]([CH2:7][OH:8])[CH2:3][CH2:2]1.C(N(CC)CC)C.[CH2:16]([O:18][C:19](Cl)=[O:20])[CH3:17]. The catalyst is ClCCl. The product is [OH:8][CH2:7][CH:4]1[CH2:5][CH2:6][N:1]([C:19]([O:18][CH2:16][CH3:17])=[O:20])[CH2:2][CH2:3]1. The yield is 0.490. (3) The reactants are [NH2:1][C:2]1[CH:7]=[CH:6][C:5]([OH:8])=[CH:4][CH:3]=1.CC(C)([O-])C.[K+].Cl[C:16]1[CH:21]=[CH:20][N:19]=[C:18]([C:22]([NH:24][CH3:25])=[O:23])[CH:17]=1.C([O-])([O-])=O.[K+].[K+]. The catalyst is CN(C=O)C. The product is [CH3:25][NH:24][C:22]([C:18]1[CH:17]=[C:16]([O:8][C:5]2[CH:6]=[CH:7][C:2]([NH2:1])=[CH:3][CH:4]=2)[CH:21]=[CH:20][N:19]=1)=[O:23]. The yield is 0.840. (4) The reactants are [F:1][CH2:2][CH:3]([O:6][C:7]1[C:25]([F:26])=[CH:24][C:23]([N+:27]([O-])=O)=[CH:22][C:8]=1[CH2:9][N:10](C)[C:11](=O)OCC1C=CC=CC=1)[CH2:4][F:5].[ClH:30]. The catalyst is CO.[Pd]. The product is [ClH:30].[ClH:30].[F:5][CH2:4][CH:3]([O:6][C:7]1[C:8]([CH2:9][NH:10][CH3:11])=[CH:22][C:23]([NH2:27])=[CH:24][C:25]=1[F:26])[CH2:2][F:1]. The yield is 0.880. (5) The reactants are [CH3:1][C:2]1[CH:6]=[C:5]([NH2:7])[NH:4][N:3]=1.[Br:8][CH:9]([CH:12]=O)[CH:10]=O. No catalyst specified. The product is [Br:8][C:9]1[CH:10]=[C:6]2[C:2]([CH3:1])=[N:3][NH:4][C:5]2=[N:7][CH:12]=1. The yield is 0.100.